Task: Predict the reaction yield, written as a fraction of the theoretical maximum amount of product (1.0 means a 100% yield; for example, 0.34 means a 34% yield).. Dataset: Reaction yield outcomes from USPTO patents with 853,638 reactions (1) The reactants are C([O:5][C:6](=[O:45])[CH2:7][N:8](C(OC(C)(C)C)=O)[C:9]1[CH:14]=[CH:13][CH:12]=[C:11]([CH:15]([CH2:26][C:27]2[CH:32]=[CH:31][C:30]([N:33]3[CH:37]=[CH:36][CH:35]=[N:34]3)=[CH:29][CH:28]=2)[NH:16][S:17]([C:20]2[CH:25]=[CH:24][CH:23]=[CH:22][N:21]=2)(=[O:19])=[O:18])[N:10]=1)(C)(C)C.C(OC(=O)CN(C(OC(C)(C)C)=O)C1C=CC=C(C(CC2C=CC(C3C=CC=CN=3)=CC=2)NS(C2C=NC=CC=2)(=O)=O)N=1)(C)(C)C.[OH-].[Na+]. No catalyst specified. The product is [N:33]1([C:30]2[CH:29]=[CH:28][C:27]([CH2:26][CH:15]([NH:16][S:17]([C:20]3[CH:25]=[CH:24][CH:23]=[CH:22][N:21]=3)(=[O:18])=[O:19])[C:11]3[N:10]=[C:9]([NH:8][CH2:7][C:6]([OH:45])=[O:5])[CH:14]=[CH:13][CH:12]=3)=[CH:32][CH:31]=2)[CH:37]=[CH:36][CH:35]=[N:34]1. The yield is 0.970. (2) The reactants are [NH2:1][C:2]1[C:7]([O:8][CH2:9][CH3:10])=[CH:6][C:5]([CH2:11][OH:12])=[CH:4][C:3]=1[O:13][CH2:14][CH3:15]. The catalyst is CN(C=O)C.O=[Mn]=O. The product is [NH2:1][C:2]1[C:3]([O:13][CH2:14][CH3:15])=[CH:4][C:5]([CH:11]=[O:12])=[CH:6][C:7]=1[O:8][CH2:9][CH3:10]. The yield is 0.880.